This data is from Rat liver microsome stability data. The task is: Regression/Classification. Given a drug SMILES string, predict its absorption, distribution, metabolism, or excretion properties. Task type varies by dataset: regression for continuous measurements (e.g., permeability, clearance, half-life) or binary classification for categorical outcomes (e.g., BBB penetration, CYP inhibition). Dataset: rlm. (1) The compound is N[C@@H](Cc1ccc(F)cc1)c1nc(O)c2cc(-c3cn[nH]c3)ccc2n1. The result is 0 (unstable in rat liver microsomes). (2) The molecule is O=C(NC1CC1)c1nc(-c2cccnc2)c2ccccn12. The result is 1 (stable in rat liver microsomes). (3) The drug is CCOC(=O)c1c(NC(=O)CN2CCCCC2)sc2c1CCN(C(=O)OCC)C2. The result is 1 (stable in rat liver microsomes). (4) The molecule is CCCCCN(C)C(=O)CN1CCCNCC1. The result is 1 (stable in rat liver microsomes). (5) The drug is COc1ccc(C2c3c(ncn(CCN4CCOCC4)c3=N)Oc3ccc4ccccc4c32)cc1OC. The result is 1 (stable in rat liver microsomes). (6) The molecule is COc1ncccc1-c1cc2c(ccn2C(C)C)c(C(=O)NCc2c(C)cc(C)nc2O)n1. The result is 1 (stable in rat liver microsomes). (7) The result is 1 (stable in rat liver microsomes). The drug is O=C(Cc1ccc(Cl)c(Cl)c1)Nc1ccc(S(=O)(=O)Nc2cccc(O)c2)cc1.